From a dataset of Reaction yield outcomes from USPTO patents with 853,638 reactions. Predict the reaction yield, written as a fraction of the theoretical maximum amount of product (1.0 means a 100% yield; for example, 0.34 means a 34% yield). (1) The reactants are [C:1]([C:3]1[CH:11]=[CH:10][C:6]([C:7](Cl)=[O:8])=[CH:5][CH:4]=1)#[N:2].[NH2:12][C:13]1[CH:17]=[CH:16][S:15][C:14]=1[C:18]([O:20][CH3:21])=[O:19].C(N(CC)CC)C. The catalyst is ClCCl. The product is [C:1]([C:3]1[CH:11]=[CH:10][C:6]([C:7]([NH:12][C:13]2[CH:17]=[CH:16][S:15][C:14]=2[C:18]([O:20][CH3:21])=[O:19])=[O:8])=[CH:5][CH:4]=1)#[N:2]. The yield is 0.910. (2) The yield is 0.970. The reactants are C(OC([N:8]1[CH:12]=[C:11]([CH2:13][CH2:14][CH2:15][C:16](=[O:22])[NH:17][CH2:18][CH:19]([CH3:21])[CH3:20])[N:10]=[C:9]1[NH2:23])=O)(C)(C)C.C(O)(C(F)(F)F)=O.[Cl:31]CCl. No catalyst specified. The product is [ClH:31].[NH2:23][C:9]1[NH:8][CH:12]=[C:11]([CH2:13][CH2:14][CH2:15][C:16]([NH:17][CH2:18][CH:19]([CH3:21])[CH3:20])=[O:22])[N:10]=1. (3) The reactants are Br[C:2]1[CH:3]=[C:4]([C:8]2([C:21]3[CH:26]=[CH:25][CH:24]=[CH:23][N:22]=3)[C:20]3[CH:19]=[CH:18][CH:17]=[CH:16][C:15]=3[C:14]3[C:9]2=[CH:10][CH:11]=[CH:12][CH:13]=3)[CH:5]=[CH:6][CH:7]=1.P([O-])([O-])([O-])=[O:28].[K+].[K+].[K+].O1CCOCC1.Cl. The catalyst is C1C=CC(/C=C/C(/C=C/C2C=CC=CC=2)=O)=CC=1.C1C=CC(/C=C/C(/C=C/C2C=CC=CC=2)=O)=CC=1.C1C=CC(/C=C/C(/C=C/C2C=CC=CC=2)=O)=CC=1.[Pd].[Pd].O. The product is [N:22]1[CH:23]=[CH:24][CH:25]=[CH:26][C:21]=1[C:8]1([C:4]2[CH:3]=[C:2]([OH:28])[CH:7]=[CH:6][CH:5]=2)[C:20]2[CH:19]=[CH:18][CH:17]=[CH:16][C:15]=2[C:14]2[C:9]1=[CH:10][CH:11]=[CH:12][CH:13]=2. The yield is 0.960.